From a dataset of Catalyst prediction with 721,799 reactions and 888 catalyst types from USPTO. Predict which catalyst facilitates the given reaction. (1) Reactant: [Cl:1][C:2]1[CH:3]=[C:4]([CH:10]=[C:11]([Cl:14])[C:12]=1[OH:13])[C:5]([O:7][CH2:8][CH3:9])=[O:6].C(=O)([O-])[O-].[K+].[K+].[CH2:21](Cl)[C:22]1[CH:27]=[CH:26][CH:25]=[CH:24][CH:23]=1. The catalyst class is: 9. Product: [CH2:21]([O:13][C:12]1[C:2]([Cl:1])=[CH:3][C:4]([C:5]([O:7][CH2:8][CH3:9])=[O:6])=[CH:10][C:11]=1[Cl:14])[C:22]1[CH:27]=[CH:26][CH:25]=[CH:24][CH:23]=1. (2) Reactant: [F:1][CH:2]([F:13])[O:3][C:4]1[CH:9]=[CH:8][CH:7]=[CH:6][C:5]=1[N:10]=[C:11]=[O:12].[NH2:14][C:15]1[CH:20]=[N:19][CH:18]=[CH:17][N:16]=1. Product: [F:1][CH:2]([F:13])[O:3][C:4]1[CH:9]=[CH:8][CH:7]=[CH:6][C:5]=1[NH:10][C:11]([NH:14][C:15]1[CH:20]=[N:19][CH:18]=[CH:17][N:16]=1)=[O:12]. The catalyst class is: 216. (3) Reactant: C[O:2][C:3](=[O:41])[C:4]1[CH:9]=[CH:8][C:7]([CH2:10][N:11]([CH:18]2[CH2:23][CH2:22][N:21]([C:24]3([CH3:40])[CH2:29][CH2:28][N:27]([C:30](=[O:39])[C:31]4[C:36]([CH3:37])=[CH:35][CH:34]=[CH:33][C:32]=4[CH3:38])[CH2:26][CH2:25]3)[CH2:20][CH2:19]2)[C:12]2[CH:17]=[CH:16][CH:15]=[CH:14][CH:13]=2)=[CH:6][CH:5]=1.[Li+].[OH-].Cl.C([O-])(O)=O.[Na+]. Product: [CH3:38][C:32]1[CH:33]=[CH:34][CH:35]=[C:36]([CH3:37])[C:31]=1[C:30]([N:27]1[CH2:28][CH2:29][C:24]([CH3:40])([N:21]2[CH2:20][CH2:19][CH:18]([N:11]([CH2:10][C:7]3[CH:6]=[CH:5][C:4]([C:3]([OH:41])=[O:2])=[CH:9][CH:8]=3)[C:12]3[CH:17]=[CH:16][CH:15]=[CH:14][CH:13]=3)[CH2:23][CH2:22]2)[CH2:25][CH2:26]1)=[O:39]. The catalyst class is: 72. (4) Reactant: [NH2:1][C:2]1[S:6][C:5]2[CH2:7][CH2:8][CH2:9][CH2:10][C:4]=2[C:3]=1[C:11]([C:13]1[CH:18]=[CH:17][C:16]([CH3:19])=[CH:15][C:14]=1[O:20][CH3:21])=O.[C:22]([O:29][CH3:30])(=[O:28])[CH2:23][CH2:24][C:25]([CH3:27])=O.Cl[Si](C)(C)C. Product: [CH3:30][O:29][C:22](=[O:28])[CH2:23][C:24]1[C:11]([C:13]2[CH:18]=[CH:17][C:16]([CH3:19])=[CH:15][C:14]=2[O:20][CH3:21])=[C:3]2[C:4]3[CH2:10][CH2:9][CH2:8][CH2:7][C:5]=3[S:6][C:2]2=[N:1][C:25]=1[CH3:27]. The catalyst class is: 3. (5) Reactant: [I-].[CH3:2][S+](C)C.[H-].[Na+].[C:8]([C:11]1[CH:18]=[CH:17][C:14]([C:15]#[N:16])=[CH:13][CH:12]=1)(=[O:10])[CH3:9]. Product: [CH3:9][C:8]1([C:11]2[CH:18]=[CH:17][C:14]([C:15]#[N:16])=[CH:13][CH:12]=2)[CH2:2][O:10]1. The catalyst class is: 16. (6) Reactant: [C:1]([O:5][C:6](=[O:41])[NH:7][CH:8]([C:36](=[O:40])[N:37]([CH3:39])[CH3:38])[CH2:9][C:10]1[CH:15]=[CH:14][C:13]([O:16][C:17]2[CH:22]=[CH:21][CH:20]=[CH:19][C:18]=2[CH2:23][CH2:24][C:25](=[O:35])[NH:26][O:27]CC2C=CC=CC=2)=[CH:12][CH:11]=1)([CH3:4])([CH3:3])[CH3:2].[H][H]. Product: [C:1]([O:5][C:6](=[O:41])[NH:7][CH:8]([C:36](=[O:40])[N:37]([CH3:39])[CH3:38])[CH2:9][C:10]1[CH:11]=[CH:12][C:13]([O:16][C:17]2[CH:22]=[CH:21][CH:20]=[CH:19][C:18]=2[CH2:23][CH2:24][C:25](=[O:35])[NH:26][OH:27])=[CH:14][CH:15]=1)([CH3:2])([CH3:4])[CH3:3]. The catalyst class is: 19.